This data is from NCI-60 drug combinations with 297,098 pairs across 59 cell lines. The task is: Regression. Given two drug SMILES strings and cell line genomic features, predict the synergy score measuring deviation from expected non-interaction effect. (1) Drug 1: CC1=C(C(CCC1)(C)C)C=CC(=CC=CC(=CC(=O)O)C)C. Drug 2: CC1CCCC2(C(O2)CC(NC(=O)CC(C(C(=O)C(C1O)C)(C)C)O)C(=CC3=CSC(=N3)C)C)C. Cell line: UACC-257. Synergy scores: CSS=39.3, Synergy_ZIP=5.07, Synergy_Bliss=4.63, Synergy_Loewe=-2.45, Synergy_HSA=5.29. (2) Drug 1: CN1C(=O)N2C=NC(=C2N=N1)C(=O)N. Drug 2: C(CN)CNCCSP(=O)(O)O. Cell line: MDA-MB-231. Synergy scores: CSS=6.20, Synergy_ZIP=-1.25, Synergy_Bliss=1.21, Synergy_Loewe=-0.440, Synergy_HSA=0.555. (3) Drug 1: CC12CCC3C(C1CCC2=O)CC(=C)C4=CC(=O)C=CC34C. Drug 2: C(CC(=O)O)C(=O)CN.Cl. Cell line: RPMI-8226. Synergy scores: CSS=52.0, Synergy_ZIP=-2.13, Synergy_Bliss=2.50, Synergy_Loewe=4.35, Synergy_HSA=4.62. (4) Drug 1: CC12CCC3C(C1CCC2=O)CC(=C)C4=CC(=O)C=CC34C. Drug 2: CS(=O)(=O)CCNCC1=CC=C(O1)C2=CC3=C(C=C2)N=CN=C3NC4=CC(=C(C=C4)OCC5=CC(=CC=C5)F)Cl. Cell line: HOP-92. Synergy scores: CSS=38.5, Synergy_ZIP=0.598, Synergy_Bliss=3.41, Synergy_Loewe=1.36, Synergy_HSA=3.10. (5) Drug 1: CCC1(CC2CC(C3=C(CCN(C2)C1)C4=CC=CC=C4N3)(C5=C(C=C6C(=C5)C78CCN9C7C(C=CC9)(C(C(C8N6C)(C(=O)OC)O)OC(=O)C)CC)OC)C(=O)OC)O.OS(=O)(=O)O. Drug 2: C1CN(P(=O)(OC1)NCCCl)CCCl. Cell line: SR. Synergy scores: CSS=7.55, Synergy_ZIP=1.81, Synergy_Bliss=3.39, Synergy_Loewe=-23.8, Synergy_HSA=1.60. (6) Drug 1: CCCS(=O)(=O)NC1=C(C(=C(C=C1)F)C(=O)C2=CNC3=C2C=C(C=N3)C4=CC=C(C=C4)Cl)F. Drug 2: C(CCl)NC(=O)N(CCCl)N=O. Cell line: HOP-62. Synergy scores: CSS=-4.75, Synergy_ZIP=2.31, Synergy_Bliss=-0.0991, Synergy_Loewe=-6.92, Synergy_HSA=-4.95.